This data is from Catalyst prediction with 721,799 reactions and 888 catalyst types from USPTO. The task is: Predict which catalyst facilitates the given reaction. (1) Reactant: [CH3:1][O:2][C:3]([C:5]1[S:6][CH:7]=[CH:8][C:9]=1[CH2:10]Br)=[O:4].CO.[NH3:14]. Product: [CH3:1][O:2][C:3]([C:5]1[S:6][CH:7]=[CH:8][C:9]=1[CH2:10][NH2:14])=[O:4]. The catalyst class is: 3. (2) Reactant: [Cl:1][C:2]1[CH:3]=[C:4]2[C:9](=[CH:10][C:11]=1[C:12](O)=[O:13])[N:8]=[CH:7][N:6]=[C:5]2[NH:15][CH:16]([C:18]1[NH:22][C:21]2[CH:23]=[CH:24][C:25]([Cl:27])=[CH:26][C:20]=2[N:19]=1)[CH3:17].FC1C(OC(N(C)C)=[N+](C)C)=C(F)C(F)=C(F)C=1F.F[P-](F)(F)(F)(F)F.C(N(C(C)C)CC)(C)C.[NH:63]1[CH2:68][CH2:67][CH2:66][CH2:65][CH:64]1[C:69]([O:71][CH2:72][CH3:73])=[O:70]. Product: [Cl:1][C:2]1[CH:3]=[C:4]2[C:9](=[CH:10][C:11]=1[C:12]([N:63]1[CH2:68][CH2:67][CH2:66][CH2:65][CH:64]1[C:69]([O:71][CH2:72][CH3:73])=[O:70])=[O:13])[N:8]=[CH:7][N:6]=[C:5]2[NH:15][CH:16]([C:18]1[NH:22][C:21]2[CH:23]=[CH:24][C:25]([Cl:27])=[CH:26][C:20]=2[N:19]=1)[CH3:17]. The catalyst class is: 16. (3) Reactant: Cl.Cl.[NH2:3][CH:4]1[C:22](=[O:23])[N:21]2[CH:17]([CH2:18][CH:19]([O:24][C:25]3[C:34]4[C:29](=[CH:30][CH:31]=[CH:32][CH:33]=4)[CH:28]=[CH:27][N:26]=3)[CH2:20]2)[C:16](=[O:35])[NH:15][C:14]2([C:36]([NH:38][S:39]([CH:42]3[CH2:44][CH2:43]3)(=[O:41])=[O:40])=[O:37])[CH:12]([CH2:13]2)[CH:11]=[CH:10][CH2:9][CH2:8][CH2:7][CH2:6][CH2:5]1.CCN(C(C)C)C(C)C.Cl[C:55]([OH:57])=[O:56].[O:58]1[CH2:63][CH2:62][CH2:61][CH2:60][CH2:59]1. Product: [O:58]1[CH2:63][CH2:62][CH:61]([O:57][C:55](=[O:56])[NH:3][CH:4]2[C:22](=[O:23])[N:21]3[CH:17]([CH2:18][CH:19]([O:24][C:25]4[C:34]5[C:29](=[CH:30][CH:31]=[CH:32][CH:33]=5)[CH:28]=[CH:27][N:26]=4)[CH2:20]3)[C:16](=[O:35])[NH:15][C:14]3([C:36]([NH:38][S:39]([CH:42]4[CH2:43][CH2:44]4)(=[O:40])=[O:41])=[O:37])[CH:12]([CH2:13]3)[CH:11]=[CH:10][CH2:9][CH2:8][CH2:7][CH2:6][CH2:5]2)[CH2:60][CH2:59]1. The catalyst class is: 2. (4) Reactant: [NH:1]1[CH:5]=[C:4]([C:6]([O:8][CH2:9][CH3:10])=[O:7])[CH:3]=[N:2]1.C(N(CC)CC)C.[C:18](O[C:18]([O:20][C:21]([CH3:24])([CH3:23])[CH3:22])=[O:19])([O:20][C:21]([CH3:24])([CH3:23])[CH3:22])=[O:19]. Product: [C:21]([O:20][C:18]([N:1]1[CH:5]=[C:4]([C:6]([O:8][CH2:9][CH3:10])=[O:7])[CH:3]=[N:2]1)=[O:19])([CH3:24])([CH3:23])[CH3:22]. The catalyst class is: 367. (5) Reactant: [CH3:1][NH:2][C:3]1[CH:21]=[CH:20][C:6]([C:7]([NH:9][C:10]2[CH:11]=[N:12][C:13]3[C:18]([CH:19]=2)=[CH:17][CH:16]=[CH:15][CH:14]=3)=[O:8])=[CH:5][CH:4]=1.[CH2:22]1[CH2:27][CH2:26][CH:25](C=O)[CH2:24][CH2:23]1.[C:30](O[BH-](OC(=O)C)OC(=O)C)(=O)C.C[N+](C)(C)C. Product: [CH:22]1([CH2:1][N:2]([CH3:30])[C:3]2[CH:4]=[CH:5][C:6]([C:7]([NH:9][C:10]3[CH:11]=[N:12][C:13]4[C:18]([CH:19]=3)=[CH:17][CH:16]=[CH:15][CH:14]=4)=[O:8])=[CH:20][CH:21]=2)[CH2:27][CH2:26][CH2:25][CH2:24][CH2:23]1. The catalyst class is: 26. (6) Reactant: [NH2:1][C:2]1[N:3]=[CH:4][C:5]([C:8]2[C:9]([F:19])=[C:10]([OH:18])[C:11]([CH:14]3[CH2:17][CH2:16][CH2:15]3)=[CH:12][CH:13]=2)=[N:6][CH:7]=1.Br[CH2:21][C:22]([O:24][C:25]([CH3:28])([CH3:27])[CH3:26])=[O:23].[OH-].[K+]. Product: [NH2:1][C:2]1[N:3]=[CH:4][C:5]([C:8]2[C:9]([F:19])=[C:10]([C:11]([CH:14]3[CH2:15][CH2:16][CH2:17]3)=[CH:12][CH:13]=2)[O:18][CH2:21][C:22]([O:24][C:25]([CH3:28])([CH3:27])[CH3:26])=[O:23])=[N:6][CH:7]=1. The catalyst class is: 16.